This data is from Catalyst prediction with 721,799 reactions and 888 catalyst types from USPTO. The task is: Predict which catalyst facilitates the given reaction. (1) Reactant: CN(C)/[CH:3]=[C:4](\[C:13]1[CH:18]=[CH:17][C:16]([CH3:19])=[CH:15][CH:14]=1)/[C:5]([C:7]1[CH:12]=[CH:11][CH:10]=[CH:9][CH:8]=1)=O.[C:21]([CH2:23][C:24]([NH2:26])=[O:25])#[N:22].CO.[H-].[Na+]. Product: [OH:25][C:24]1[N:26]=[C:5]([C:7]2[CH:8]=[CH:9][CH:10]=[CH:11][CH:12]=2)[C:4]([C:13]2[CH:14]=[CH:15][C:16]([CH3:19])=[CH:17][CH:18]=2)=[CH:3][C:23]=1[C:21]#[N:22]. The catalyst class is: 3. (2) Reactant: [N+:1]([C:4]1[CH:9]=[CH:8][CH:7]=[CH:6][C:5]=1[C:10]1[C:11]2[C:16]([C:17]3[CH:18]=[CH:19][CH:20]=[CH:21][C:22]=3[CH:23]=1)=[CH:15][CH:14]=[CH:13][CH:12]=2)([O-])=O.P(OCC)(OCC)(OCC)=O. Product: [CH:21]1[C:22]2[C:23]3[NH:1][C:4]4[CH:9]=[CH:8][CH:7]=[CH:6][C:5]=4[C:10]=3[C:11]3[C:16](=[CH:15][CH:14]=[CH:13][CH:12]=3)[C:17]=2[CH:18]=[CH:19][CH:20]=1. The catalyst class is: 6. (3) Reactant: [NH2:1][C:2]1[CH:7]=[CH:6][C:5]([Br:8])=[CH:4][N:3]=1.C[Si](C)(C)[N-][Si](C)(C)C.[Li+].[O:19](C(OC(C)(C)C)=O)[C:20]([O:22][C:23]([CH3:26])([CH3:25])[CH3:24])=O. Product: [Br:8][C:5]1[CH:6]=[CH:7][C:2]([NH:1][C:20](=[O:19])[O:22][C:23]([CH3:26])([CH3:25])[CH3:24])=[N:3][CH:4]=1. The catalyst class is: 1. (4) The catalyst class is: 4. Product: [Br:3][C:4]1[CH:5]=[CH:6][C:7]2[C:8]3[N:17]([CH2:18][CH:19]4[CH2:24][CH2:23][N:22]([S:30]([CH3:29])(=[O:32])=[O:31])[CH2:21][CH2:20]4)[C:16]([CH2:25][O:26][CH2:27][CH3:28])=[N:15][C:9]=3[C:10]([NH2:14])=[N:11][C:12]=2[CH:13]=1. Reactant: Cl.Cl.[Br:3][C:4]1[CH:5]=[CH:6][C:7]2[C:8]3[N:17]([CH2:18][CH:19]4[CH2:24][CH2:23][NH:22][CH2:21][CH2:20]4)[C:16]([CH2:25][O:26][CH2:27][CH3:28])=[N:15][C:9]=3[C:10]([NH2:14])=[N:11][C:12]=2[CH:13]=1.[CH3:29][S:30](O[S:30]([CH3:29])(=[O:32])=[O:31])(=[O:32])=[O:31]. (5) Reactant: [NH2:1][C:2]1[CH:7]=[CH:6][C:5]([CH2:8][CH2:9][N:10]([CH2:40][C:41]2[CH:46]=[CH:45][CH:44]=[CH:43][CH:42]=2)[CH2:11][C@@H:12]([C:21]2[CH:30]=[CH:29][C:28]([O:31][CH2:32][C:33]3[CH:38]=[CH:37][CH:36]=[CH:35][CH:34]=3)=[C:27]3[C:22]=2[CH:23]=[CH:24][C:25](=[O:39])[NH:26]3)[O:13][Si:14]([C:17]([CH3:20])([CH3:19])[CH3:18])([CH3:16])[CH3:15])=[CH:4][CH:3]=1.[C:47]1([C:78]2[CH:83]=[CH:82][CH:81]=[CH:80][CH:79]=2)[CH:52]=[CH:51][CH:50]=[CH:49][C:48]=1[NH:53][C:54]([O:56][CH:57]1[CH2:62][CH2:61][N:60]([CH2:63][CH2:64][C:65](CNC2C=C(C=CC=2)C(O)=O)=[O:66])[CH2:59][CH2:58]1)=[O:55].ON1[C:89]2[N:90]=[CH:91][CH:92]=[CH:93][C:88]=2N=N1.C(N([CH2:101][CH3:102])C(C)C)(C)C.CCN=C=NCCCN(C)C.Cl.[C:115](=O)(O)[O-:116].[Na+]. Product: [CH2:40]([N:10]([CH2:11][C@@H:12]([C:21]1[CH:30]=[CH:29][C:28]([O:31][CH2:32][C:33]2[CH:38]=[CH:37][CH:36]=[CH:35][CH:34]=2)=[C:27]2[C:22]=1[CH:23]=[CH:24][C:25](=[O:39])[NH:26]2)[O:13][Si:14]([C:17]([CH3:20])([CH3:18])[CH3:19])([CH3:16])[CH3:15])[CH2:9][CH2:8][C:5]1[CH:4]=[CH:3][C:2]([NH:1][C:115]([C:92]2[CH:93]=[C:88]([CH2:89][NH:90][C:65]([CH2:64][CH2:63][N:60]3[CH2:59][CH2:58][CH:57]([O:56][C:54](=[O:55])[NH:53][C:48]4[CH:49]=[CH:50][CH:51]=[CH:52][C:47]=4[C:78]4[CH:79]=[CH:80][CH:81]=[CH:82][CH:83]=4)[CH2:62][CH2:61]3)=[O:66])[CH:101]=[CH:102][CH:91]=2)=[O:116])=[CH:7][CH:6]=1)[C:41]1[CH:42]=[CH:43][CH:44]=[CH:45][CH:46]=1. The catalyst class is: 2. (6) Reactant: [C:1](Cl)(=[O:8])[C:2]1[CH:7]=[CH:6][CH:5]=[CH:4][CH:3]=1.N1CCOCC1.[NH2:16][CH2:17][CH2:18][O:19][C:20]1[C:30]2[CH2:29][CH2:28][N:27]([C:31](=[O:36])[C:32]([F:35])([F:34])[F:33])[CH2:26][CH2:25][C:24]=2[CH:23]=[CH:22][C:21]=1[Cl:37]. Product: [C:1]([NH:16][CH2:17][CH2:18][O:19][C:20]1[C:30]2[CH2:29][CH2:28][N:27]([C:31](=[O:36])[C:32]([F:33])([F:35])[F:34])[CH2:26][CH2:25][C:24]=2[CH:23]=[CH:22][C:21]=1[Cl:37])(=[O:8])[C:2]1[CH:7]=[CH:6][CH:5]=[CH:4][CH:3]=1. The catalyst class is: 2. (7) Reactant: [Cl:1][C:2]1[C:3](Cl)=[N:4][CH:5]=[C:6]([CH:12]=1)[C:7]([O:9][CH2:10][CH3:11])=[O:8].[F:14][C:15]1[CH:16]=[C:17](B(O)O)[CH:18]=[CH:19][C:20]=1[O:21][CH3:22].C(=O)([O-])[O-].[Cs+].[Cs+]. Product: [Cl:1][C:2]1[CH:12]=[C:6]([C:7]([O:9][CH2:10][CH3:11])=[O:8])[CH:5]=[N:4][C:3]=1[C:17]1[CH:18]=[CH:19][C:20]([O:21][CH3:22])=[C:15]([F:14])[CH:16]=1. The catalyst class is: 1. (8) Reactant: Br[C:2]1[CH:11]=[CH:10][C:5]2[N:6]([CH3:9])[N:7]=[N:8][C:4]=2[CH:3]=1.C(O[K])(C)=O.[CH3:17][C:18]1([CH3:34])[C:22]([CH3:24])([CH3:23])[O:21][B:20]([B:20]2[O:21][C:22]([CH3:24])([CH3:23])[C:18]([CH3:34])([CH3:17])[O:19]2)[O:19]1. Product: [CH3:9][N:6]1[C:5]2[CH:10]=[CH:11][C:2]([B:20]3[O:21][C:22]([CH3:24])([CH3:23])[C:18]([CH3:34])([CH3:17])[O:19]3)=[CH:3][C:4]=2[N:8]=[N:7]1. The catalyst class is: 75.